Dataset: Forward reaction prediction with 1.9M reactions from USPTO patents (1976-2016). Task: Predict the product of the given reaction. (1) Given the reactants [OH:1][CH2:2][C@H:3]([NH:14][C:15](=[O:27])[C:16]1[CH:21]=[C:20](I)[CH:19]=[CH:18][C:17]=1[O:23][CH:24]([CH3:26])[CH3:25])[CH2:4][C:5]1[C:13]2[C:8](=[CH:9][CH:10]=[CH:11][CH:12]=2)[NH:7][CH:6]=1.[CH2:28]([CH:31]1[CH2:35][CH2:34][CH2:33][CH2:32]1)[C:29]#[CH:30], predict the reaction product. The product is: [CH:31]1([CH2:28][C:29]#[C:30][C:20]2[CH:19]=[CH:18][C:17]([O:23][CH:24]([CH3:26])[CH3:25])=[C:16]([CH:21]=2)[C:15]([NH:14][C@@H:3]([CH2:2][OH:1])[CH2:4][C:5]2[C:13]3[C:8](=[CH:9][CH:10]=[CH:11][CH:12]=3)[NH:7][CH:6]=2)=[O:27])[CH2:35][CH2:34][CH2:33][CH2:32]1. (2) Given the reactants [Cl:1][C:2]1[N:10]=[C:9]2[C:5]([N:6]=[CH:7][N:8]2[CH:11]2[CH2:15][CH2:14][S:13][CH2:12]2)=[C:4]([NH:16][C:17]2[CH:22]=[CH:21][C:20]([O:23][C:24]([F:27])([F:26])[F:25])=[CH:19][CH:18]=2)[N:3]=1.[NH2:28][C@H:29]1[CH2:34][CH2:33][C@H:32]([NH2:35])[CH2:31][CH2:30]1, predict the reaction product. The product is: [ClH:1].[ClH:1].[NH2:28][CH:29]1[CH2:34][CH2:33][CH:32]([NH:35][C:2]2[N:10]=[C:9]3[C:5]([N:6]=[CH:7][N:8]3[CH:11]3[CH2:15][CH2:14][S:13][CH2:12]3)=[C:4]([NH:16][C:17]3[CH:22]=[CH:21][C:20]([O:23][C:24]([F:27])([F:26])[F:25])=[CH:19][CH:18]=3)[N:3]=2)[CH2:31][CH2:30]1. (3) The product is: [CH2:1]([O:3][C:4](=[O:20])[CH:5]([CH2:9][N:10]1[C:14]2=[N:15][CH:16]=[CH:17][CH:18]=[C:13]2[N:12]([CH2:33][C:25]2[C:26]3[C:31](=[CH:30][CH:29]=[CH:28][C:27]=3[CH3:32])[N:23]([CH3:22])[CH:24]=2)[C:11]1=[O:19])[CH2:6][CH2:7][CH3:8])[CH3:2]. Given the reactants [CH2:1]([O:3][C:4](=[O:20])[CH:5]([CH2:9][N:10]1[C:14]2=[N:15][CH:16]=[CH:17][CH:18]=[C:13]2[NH:12][C:11]1=[O:19])[CH2:6][CH2:7][CH3:8])[CH3:2].[I-].[CH3:22][N:23]1[C:31]2[C:26](=[C:27]([CH3:32])[CH:28]=[CH:29][CH:30]=2)[C:25]([CH2:33][N+](C)(C)C)=[CH:24]1.C([O-])([O-])=O.[K+].[K+].O, predict the reaction product. (4) The product is: [CH2:15]([N:17]([CH2:18][CH3:19])[C:5]1[C:6](=[O:14])[C:7](=[O:13])[C:8]=1[O:9][CH:10]([CH3:11])[CH3:12])[CH3:16]. Given the reactants C(O[C:5]1[C:6](=[O:14])[C:7](=[O:13])[C:8]=1[O:9][CH:10]([CH3:12])[CH3:11])(C)C.[CH2:15]([NH:17][CH2:18][CH3:19])[CH3:16], predict the reaction product.